From a dataset of Catalyst prediction with 721,799 reactions and 888 catalyst types from USPTO. Predict which catalyst facilitates the given reaction. (1) Reactant: [Cl:1][C:2]1[C:3](Cl)=[N:4][CH:5]=[C:6]([CH:11]=1)[C:7]([O:9][CH3:10])=[O:8].[I-].[K+].C([O-])([O-])=O.[K+].[K+].[C-:21]#[N:22].[K+]. Product: [Cl:1][C:2]1[C:3]([C:21]#[N:22])=[N:4][CH:5]=[C:6]([CH:11]=1)[C:7]([O:9][CH3:10])=[O:8]. The catalyst class is: 148. (2) Reactant: C([O:4][CH2:5][C:6]1[C:11]([C:12]2[CH:17]=[C:16]([NH:18][C:19]3[CH:24]=[CH:23][C:22]([N:25]4[CH2:30][CH2:29][N:28]([CH:31]5[CH2:34][O:33][CH2:32]5)[CH2:27][C@H:26]4[CH3:35])=[CH:21][N:20]=3)[C:15](=[O:36])[N:14]([CH3:37])[CH:13]=2)=[CH:10][C:9]([F:38])=[CH:8][C:7]=1[N:39]1[CH2:50][CH2:49][N:48]2[C:41](=[CH:42][C:43]3[CH2:44][C:45]([CH3:52])([CH3:51])[CH2:46][C:47]=32)[C:40]1=[O:53])(=O)C.[OH-].[Li+].C1COCC1.C(O)(C)C. Product: [F:38][C:9]1[CH:10]=[C:11]([C:12]2[CH:17]=[C:16]([NH:18][C:19]3[CH:24]=[CH:23][C:22]([N:25]4[CH2:30][CH2:29][N:28]([CH:31]5[CH2:34][O:33][CH2:32]5)[CH2:27][C@H:26]4[CH3:35])=[CH:21][N:20]=3)[C:15](=[O:36])[N:14]([CH3:37])[CH:13]=2)[C:6]([CH2:5][OH:4])=[C:7]([N:39]2[CH2:50][CH2:49][N:48]3[C:47]4[CH2:46][C:45]([CH3:52])([CH3:51])[CH2:44][C:43]=4[CH:42]=[C:41]3[C:40]2=[O:53])[CH:8]=1. The catalyst class is: 6.